The task is: Predict the reaction yield, written as a fraction of the theoretical maximum amount of product (1.0 means a 100% yield; for example, 0.34 means a 34% yield).. This data is from Reaction yield outcomes from USPTO patents with 853,638 reactions. (1) The reactants are [C:1]1([CH2:13][C:14]#[N:15])[CH:2]=[N:3][N:4]2[CH:9]=[CH:8][C:7]3[O:10][CH2:11][CH2:12][C:6]=3[C:5]=12. The catalyst is N.CO.[Co]. The product is [C:1]1([CH2:13][CH2:14][NH2:15])[CH:2]=[N:3][N:4]2[CH:9]=[CH:8][C:7]3[O:10][CH2:11][CH2:12][C:6]=3[C:5]=12. The yield is 0.940. (2) The reactants are [O:1]1[CH2:6][CH2:5][N:4]([C:7]2[CH:8]=[C:9]([CH:14]=[CH:15][CH:16]=2)[C:10]([NH:12][NH2:13])=O)[CH2:3][CH2:2]1.Cl[C:18]1[N:23]=[N:22][C:21]([C:24]([NH:26][C:27]2[S:28][CH:29]=[CH:30][N:31]=2)=[O:25])=[CH:20][CH:19]=1.C(N(CC)CC)C. The catalyst is C1(C)C(C)=CC=CC=1. The product is [O:1]1[CH2:6][CH2:5][N:4]([C:7]2[CH:8]=[C:9]([C:10]3[N:23]4[N:22]=[C:21]([C:24]([NH:26][C:27]5[S:28][CH:29]=[CH:30][N:31]=5)=[O:25])[CH:20]=[CH:19][C:18]4=[N:13][N:12]=3)[CH:14]=[CH:15][CH:16]=2)[CH2:3][CH2:2]1. The yield is 0.328. (3) The reactants are C(N(CC)CC)C.[NH2:8][C:9]1[CH:14]=[C:13]([O:15][Si:16]([CH:23]([CH3:25])[CH3:24])([CH:20]([CH3:22])[CH3:21])[CH:17]([CH3:19])[CH3:18])[C:12]([O:26][CH3:27])=[CH:11][C:10]=1[C:28]([N:30]1[CH:34]=[C:33](/[CH:35]=[CH:36]/[CH3:37])[CH2:32][C@H:31]1[CH2:38][O:39][Si:40]([C:43]([CH3:46])([CH3:45])[CH3:44])([CH3:42])[CH3:41])=[O:29].Cl[C:48](Cl)([O:50]C(=O)OC(Cl)(Cl)Cl)Cl.[N-]=C=O.[OH:62][CH2:63][C:64]1[CH:69]=[CH:68][C:67]([NH:70][C:71](=[O:88])[C@@H:72]([NH:74][C:75](=[O:87])[C@@H:76]([NH:80][C:81](=[O:86])[O:82][CH2:83][CH:84]=[CH2:85])[CH:77]([CH3:79])[CH3:78])[CH3:73])=[CH:66][CH:65]=1. The catalyst is C1COCC1. The product is [Si:40]([O:39][CH2:38][C@@H:31]1[CH2:32][C:33](/[CH:35]=[CH:36]/[CH3:37])=[CH:34][N:30]1[C:28]([C:10]1[CH:11]=[C:12]([O:26][CH3:27])[C:13]([O:15][Si:16]([CH:20]([CH3:22])[CH3:21])([CH:23]([CH3:24])[CH3:25])[CH:17]([CH3:19])[CH3:18])=[CH:14][C:9]=1[NH:8][C:48]([O:62][CH2:63][C:64]1[CH:65]=[CH:66][C:67]([NH:70][C:71](=[O:88])[C@@H:72]([NH:74][C:75](=[O:87])[C@@H:76]([NH:80][C:81](=[O:86])[O:82][CH2:83][CH:84]=[CH2:85])[CH:77]([CH3:79])[CH3:78])[CH3:73])=[CH:68][CH:69]=1)=[O:50])=[O:29])([C:43]([CH3:46])([CH3:45])[CH3:44])([CH3:41])[CH3:42]. The yield is 0.710. (4) The reactants are C([O:3][C:4]([C:6]1[S:28][C:9]2[N:10]=[C:11]([NH2:27])[N:12]=[C:13]([C:14]([C:16]3[CH:26]=[CH:25][C:19]4[N:20]([CH3:24])[CH2:21][CH2:22][O:23][C:18]=4[CH:17]=3)=[O:15])[C:8]=2[CH:7]=1)=O)C.[CH2:29]([NH2:31])[CH3:30]. The catalyst is CO. The product is [CH2:29]([NH:31][C:4]([C:6]1[S:28][C:9]2[N:10]=[C:11]([NH2:27])[N:12]=[C:13]([C:14]([C:16]3[CH:26]=[CH:25][C:19]4[N:20]([CH3:24])[CH2:21][CH2:22][O:23][C:18]=4[CH:17]=3)=[O:15])[C:8]=2[CH:7]=1)=[O:3])[CH3:30]. The yield is 0.670. (5) The reactants are C[O:2][C:3]1[C:12]2[O:11][CH2:10][CH2:9][O:8][C:7]=2[C:6]([O:13]C)=[CH:5][C:4]=1[C:15](=[O:25])[CH2:16][C:17]([C:19]1[CH:24]=[CH:23][CH:22]=[CH:21][CH:20]=1)=[O:18].B(Br)(Br)Br. The catalyst is C(Cl)Cl. The product is [OH:2][C:3]1[C:12]2[O:11][CH2:10][CH2:9][O:8][C:7]=2[C:6]([OH:13])=[CH:5][C:4]=1[C:15](=[O:25])[CH2:16][C:17]([C:19]1[CH:24]=[CH:23][CH:22]=[CH:21][CH:20]=1)=[O:18]. The yield is 0.290. (6) The reactants are [Br:1][C:2]1[CH:3]=[C:4]([C:23]#[CH:24])[C:5]([N:8]([C:16]([O:18][C:19]([CH3:22])([CH3:21])[CH3:20])=[O:17])[C:9](=[O:15])[O:10][C:11]([CH3:14])([CH3:13])[CH3:12])=[N:6][CH:7]=1.[OH:25][N:26]=[C:27](Cl)[C:28]1[CH:33]=[CH:32][C:31]([CH3:34])=[CH:30][CH:29]=1.CCN(CC)CC. The catalyst is C1COCC1. The product is [Br:1][C:2]1[CH:3]=[C:4]([C:23]2[O:25][N:26]=[C:27]([C:28]3[CH:33]=[CH:32][C:31]([CH3:34])=[CH:30][CH:29]=3)[CH:24]=2)[C:5]([N:8]([C:16]([O:18][C:19]([CH3:22])([CH3:21])[CH3:20])=[O:17])[C:9](=[O:15])[O:10][C:11]([CH3:13])([CH3:14])[CH3:12])=[N:6][CH:7]=1. The yield is 0.840. (7) The yield is 0.550. The product is [Na+:27].[CH2:1]([O:5][C:6]([N:8]1[CH2:12][CH2:11][C@@H:10]([C:13]([O-:15])=[O:14])[C@@H:9]1[C:16]1[CH:17]=[CH:18][CH:19]=[CH:20][CH:21]=1)=[O:7])[C:4]1[CH:37]=[CH:38][CH:33]=[CH:34][CH:35]=1. The catalyst is O1CCOCC1. The reactants are [C:1]([O:5][C:6]([N:8]1[CH2:12][CH2:11][C@@H:10]([C:13]([OH:15])=[O:14])[C@@H:9]1[C:16]1[CH:21]=[CH:20][CH:19]=[CH:18][CH:17]=1)=[O:7])([CH3:4])(C)C.Cl.C([O-])(O)=O.[Na+:27].ClC(OC[C:33]1[CH:38]=[CH:37]C=[CH:35][CH:34]=1)=O. (8) The reactants are [OH-].[K+].[Cl:3][C:4]1[C:5]([N:10]2[C:14]([C:15]([O:17]CC)=[O:16])=[CH:13][C:12]([C:20]([F:23])([F:22])[F:21])=[N:11]2)=[N:6][CH:7]=[CH:8][CH:9]=1. The catalyst is O.C(O)C. The product is [Cl:3][C:4]1[C:5]([N:10]2[C:14]([C:15]([OH:17])=[O:16])=[CH:13][C:12]([C:20]([F:23])([F:21])[F:22])=[N:11]2)=[N:6][CH:7]=[CH:8][CH:9]=1. The yield is 0.930. (9) The reactants are [Cu][C:2]#[N:3].Cl[C:5]1[C:10]([N+:11]([O-:13])=[O:12])=[CH:9][C:8]([C:14]([F:17])([F:16])[F:15])=[CH:7][N:6]=1. The catalyst is CN1CCCC1=O. The product is [N+:11]([C:10]1[C:5]([C:2]#[N:3])=[N:6][CH:7]=[C:8]([C:14]([F:17])([F:15])[F:16])[CH:9]=1)([O-:13])=[O:12]. The yield is 0.560. (10) The reactants are [Si:1]([O:8][CH:9]([C:13]([CH3:25])([CH3:24])[CH2:14][O:15]C1C=CC(OC)=CC=1)[C:10]#[C:11][CH3:12])([C:4]([CH3:7])([CH3:6])[CH3:5])([CH3:3])[CH3:2].O=[N+]([O-])[O-].[O-][N+](=O)[O-].[O-][N+](=O)[O-].[O-][N+](=O)[O-].[O-][N+](=O)[O-].[O-][N+](=O)[O-].[Ce+4].[NH4+].[NH4+].CC(=O)OCC. The catalyst is C(#N)C.O.[Cl-].[Na+].O. The product is [Si:1]([O:8][CH:9]([CH2:10][C:11]#[CH:12])[C:13]([CH3:25])([CH3:24])[CH2:14][OH:15])([C:4]([CH3:7])([CH3:6])[CH3:5])([CH3:3])[CH3:2]. The yield is 0.420.